Predict the reaction yield, written as a fraction of the theoretical maximum amount of product (1.0 means a 100% yield; for example, 0.34 means a 34% yield). From a dataset of Reaction yield outcomes from USPTO patents with 853,638 reactions. (1) The reactants are [F:1][C:2]1[CH:25]=[CH:24][C:5]([CH2:6][O:7][C:8]2[CH:17]=[C:16]3[C:11]([CH:12]=[C:13](C(OCC)=O)[C:14]([CH3:18])=[N:15]3)=[CH:10][CH:9]=2)=[CH:4][CH:3]=1.C[Mg]Br. The catalyst is C1COCC1. The product is [F:1][C:2]1[CH:25]=[CH:24][C:5]([CH2:6][O:7][C:8]2[CH:17]=[C:16]3[C:11]([CH:12]=[C:13]([C:8]([OH:7])([CH3:17])[CH3:9])[C:14]([CH3:18])=[N:15]3)=[CH:10][CH:9]=2)=[CH:4][CH:3]=1. The yield is 0.450. (2) The reactants are [F:1][C:2]([F:20])([F:19])[C:3]1[N:7]2[N:8]=[C:9]([N:12]3[CH2:17][CH2:16][C:15](=[O:18])[CH2:14][CH2:13]3)[CH:10]=[CH:11][C:6]2=[N:5][N:4]=1.C[Si]([N-][Si](C)(C)C)(C)C.[Li+].C1C=CC(N([S:38]([C:41]([F:44])([F:43])[F:42])(=[O:40])=[O:39])[S:38]([C:41]([F:44])([F:43])[F:42])(=[O:40])=[O:39])=CC=1.C(Cl)Cl. The catalyst is C1COCC1. The product is [F:42][C:41]([F:44])([F:43])[S:38]([O:18][C:15]1[CH2:14][CH2:13][N:12]([C:9]2[CH:10]=[CH:11][C:6]3[N:7]([C:3]([C:2]([F:1])([F:19])[F:20])=[N:4][N:5]=3)[N:8]=2)[CH2:17][CH:16]=1)(=[O:40])=[O:39]. The yield is 0.800. (3) The reactants are [CH:1]([O:4][C:5]1[CH:13]=[CH:12][C:11]([S:14]([CH3:17])(=[O:16])=[O:15])=[CH:10][C:6]=1[C:7]([OH:9])=O)([CH3:3])[CH3:2].[F:18][C:19]([F:33])([F:32])[CH2:20][C:21]1[N:22]=[C:23]([N:26]2[CH2:31][CH2:30][NH:29][CH2:28][CH2:27]2)[S:24][CH:25]=1. No catalyst specified. The product is [CH:1]([O:4][C:5]1[CH:13]=[CH:12][C:11]([S:14]([CH3:17])(=[O:16])=[O:15])=[CH:10][C:6]=1[C:7]([N:29]1[CH2:30][CH2:31][N:26]([C:23]2[S:24][CH:25]=[C:21]([CH2:20][C:19]([F:33])([F:18])[F:32])[N:22]=2)[CH2:27][CH2:28]1)=[O:9])([CH3:2])[CH3:3]. The yield is 0.280. (4) The reactants are [CH:1]1([CH2:4][O:5][C:6]2[CH:11]=[CH:10][C:9]([S:12]([CH3:15])(=[O:14])=[O:13])=[CH:8][C:7]=2B2OC(C)(C)C(C)(C)O2)[CH2:3][CH2:2]1.C([O-])([O-])=O.[K+].[K+].N#N.[CH3:33][N:34]([CH:36]=[O:37])[CH3:35]. The catalyst is C1C=CC(P(C2C=CC=CC=2)[C-]2C=CC=C2)=CC=1.C1C=CC(P(C2C=CC=CC=2)[C-]2C=CC=C2)=CC=1.Cl[Pd]Cl.[Fe+2]. The product is [CH:33]1([N:34]2[CH:35]=[C:3]([C:7]3[CH:8]=[C:9]([S:12]([CH3:15])(=[O:13])=[O:14])[CH:10]=[CH:11][C:6]=3[O:5][CH2:4][CH:1]3[CH2:2][CH2:3]3)[CH:2]=[C:1]([CH3:4])[C:36]2=[O:37])[CH2:11][CH2:6][CH2:7]1. The yield is 0.580. (5) The reactants are [H-].[Na+].[NH:3]1[C:11]2[C:6](=[CH:7][CH:8]=[CH:9][CH:10]=2)[CH:5]=[CH:4]1.[CH2:12]([N:14]([CH2:18][CH3:19])[C:15](Cl)=[O:16])[CH3:13].O. The catalyst is C1COCC1. The product is [CH2:12]([N:14]([CH2:18][CH3:19])[C:15]([N:3]1[C:11]2[C:6](=[CH:7][CH:8]=[CH:9][CH:10]=2)[CH:5]=[CH:4]1)=[O:16])[CH3:13]. The yield is 0.990. (6) The reactants are [H-].[Na+].[CH3:3][S:4]([CH:7]([CH3:13])[C:8]([O:10][CH2:11][CH3:12])=[O:9])(=[O:6])=[O:5].[Br:14][CH2:15][CH2:16]Br. The catalyst is CCCCCC.CN(C=O)C. The product is [Br:14][CH2:15][CH2:16][C:7]([CH3:13])([S:4]([CH3:3])(=[O:5])=[O:6])[C:8]([O:10][CH2:11][CH3:12])=[O:9]. The yield is 0.500. (7) The reactants are [H-].[H-].[H-].[H-].[Li+].[Al+3].[C:7]([SiH2:11][O:12][C:13]([CH3:25])([CH3:24])[C:14]1[CH:15]=[C:16]([CH:20]=[CH:21][C:22]=1[Cl:23])[CH:17]=[N:18]O)([CH3:10])([CH3:9])[CH3:8].C(C(C(C([O-])=O)O)O)([O-])=O.[Na+].[K+]. The catalyst is CCOCC. The product is [C:7]([SiH2:11][O:12][C:13]([CH3:25])([CH3:24])[C:14]1[CH:15]=[C:16]([CH:20]=[CH:21][C:22]=1[Cl:23])[CH2:17][NH2:18])([CH3:10])([CH3:8])[CH3:9]. The yield is 1.00. (8) The reactants are [CH3:1][O:2][C:3]([C:5]1[C:13]([NH:14][C:15]2[CH:20]=[CH:19][CH:18]=[CH:17][CH:16]=2)=[C:12]([F:21])[C:8]2[N:9]=[CH:10][NH:11][C:7]=2[CH:6]=1)=[O:4].[Br:22]N1C(=O)CCC1=O. The catalyst is CN(C)C=O. The product is [CH3:1][O:2][C:3]([C:5]1[C:13]([NH:14][C:15]2[CH:16]=[CH:17][C:18]([Br:22])=[CH:19][CH:20]=2)=[C:12]([F:21])[C:8]2[N:9]=[CH:10][NH:11][C:7]=2[CH:6]=1)=[O:4]. The yield is 1.00.